From a dataset of Catalyst prediction with 721,799 reactions and 888 catalyst types from USPTO. Predict which catalyst facilitates the given reaction. (1) Reactant: [NH2:1][C@@H:2]([C:10]1[CH:15]=[CH:14][C:13]([F:16])=[C:12]([F:17])[CH:11]=1)[CH2:3][C:4]([O:6]CCC)=[O:5].C(N(CC)CC)C.[C:25](O[C:25]([O:27][C:28]([CH3:31])([CH3:30])[CH3:29])=[O:26])([O:27][C:28]([CH3:31])([CH3:30])[CH3:29])=[O:26]. Product: [C:28]([O:27][C:25]([NH:1][C@@H:2]([C:10]1[CH:15]=[CH:14][C:13]([F:16])=[C:12]([F:17])[CH:11]=1)[CH2:3][C:4]([OH:6])=[O:5])=[O:26])([CH3:31])([CH3:30])[CH3:29]. The catalyst class is: 1. (2) Reactant: [Br:1][C:2]1[CH:7]=[CH:6][C:5]([OH:8])=[CH:4][CH:3]=1.[OH-].[Na+].Br[CH2:12][CH2:13][OH:14]. Product: [Br:1][C:2]1[CH:7]=[CH:6][C:5]([O:8][CH2:12][CH2:13][OH:14])=[CH:4][CH:3]=1. The catalyst class is: 14. (3) Reactant: [Br:1]N1C(=O)CCC1=O.[O:9]=[C:10]1[CH:16]([NH:17][C:18](=[O:24])[O:19][C:20]([CH3:23])([CH3:22])[CH3:21])[CH2:15][CH2:14][C:13]2[CH:25]=[CH:26][CH:27]=[CH:28][C:12]=2[NH:11]1. Product: [Br:1][C:26]1[CH:27]=[CH:28][C:12]2[NH:11][C:10](=[O:9])[CH:16]([NH:17][C:18](=[O:24])[O:19][C:20]([CH3:22])([CH3:23])[CH3:21])[CH2:15][CH2:14][C:13]=2[CH:25]=1. The catalyst class is: 25. (4) Reactant: [N+:1]([C:4]1[CH:5]=[N:6][NH:7][CH:8]=1)([O-:3])=[O:2].[CH2:9]1[O:11][CH:10]1[CH2:12]O.C1(P(C2C=CC=CC=2)C2C=CC=CC=2)C=CC=CC=1.CC(OC(/N=N/C(OC(C)C)=O)=O)C. Product: [N+:1]([C:4]1[CH:5]=[N:6][N:7]([CH2:12][CH:10]2[CH2:9][O:11]2)[CH:8]=1)([O-:3])=[O:2]. The catalyst class is: 375.